From a dataset of Forward reaction prediction with 1.9M reactions from USPTO patents (1976-2016). Predict the product of the given reaction. (1) The product is: [Cl:1][C:2]1[CH:7]=[CH:6][C:5]([S:8][C:9]2[N:13]([CH3:14])[C:12]([C:15]3[CH:20]=[CH:19][CH:18]=[CH:17][N:16]=3)=[N:11][C:10]=2[C:21]2[CH:22]=[CH:23][C:24]([C:25]3[O:26][C:31](=[O:32])[NH:28][N:27]=3)=[CH:29][CH:30]=2)=[CH:4][CH:3]=1. Given the reactants [Cl:1][C:2]1[CH:7]=[CH:6][C:5]([S:8][C:9]2[N:13]([CH3:14])[C:12]([C:15]3[CH:20]=[CH:19][CH:18]=[CH:17][N:16]=3)=[N:11][C:10]=2[C:21]2[CH:30]=[CH:29][C:24]([C:25]([NH:27][NH2:28])=[O:26])=[CH:23][CH:22]=2)=[CH:4][CH:3]=1.[C:31](Cl)(Cl)=[O:32], predict the reaction product. (2) Given the reactants [F:1][C:2]1[CH:8]=[CH:7][C:5]([NH2:6])=CC=1.C(=O)C.P(O)(O[C:15]1[CH:20]=CC=[CH:17][CH:16]=1)(O[C:15]1[CH:20]=CC=[CH:17][CH:16]=1)=O.[CH:29](/[NH:32][C:33](=[O:42])[O:34][CH2:35][C:36]1[CH:41]=[CH:40][CH:39]=[CH:38][CH:37]=1)=[CH:30]\[CH3:31], predict the reaction product. The product is: [F:1][C:2]1[CH:31]=[C:30]2[C:5](=[CH:7][CH:8]=1)[NH:6][C@@H:16]([CH3:17])[C@H:15]([CH3:20])[C@H:29]2[NH:32][C:33](=[O:42])[O:34][CH2:35][C:36]1[CH:37]=[CH:38][CH:39]=[CH:40][CH:41]=1. (3) Given the reactants C([O:9][CH2:10][CH2:11][O:12][CH2:13][CH2:14][N:15]1[C:23]2[C:22](Cl)=[N:21][CH:20]=[N:19][C:18]=2[CH:17]=[CH:16]1)(=O)C1C=CC=CC=1.[NH2:25][C:26]1[CH:51]=[CH:50][C:29]([O:30][C:31]2[CH:32]=[C:33]([CH:37]3[CH2:42][CH2:41][N:40]([C:43]([O:45][C:46]([CH3:49])([CH3:48])[CH3:47])=[O:44])[CH2:39][CH2:38]3)[CH:34]=[CH:35][CH:36]=2)=[C:28]([Cl:52])[CH:27]=1.C(O)(C)C, predict the reaction product. The product is: [Cl:52][C:28]1[CH:27]=[C:26]([NH:25][C:22]2[C:23]3[N:15]([CH2:14][CH2:13][O:12][CH2:11][CH2:10][OH:9])[CH:16]=[CH:17][C:18]=3[N:19]=[CH:20][N:21]=2)[CH:51]=[CH:50][C:29]=1[O:30][C:31]1[CH:32]=[C:33]([CH:37]2[CH2:38][CH2:39][N:40]([C:43]([O:45][C:46]([CH3:48])([CH3:49])[CH3:47])=[O:44])[CH2:41][CH2:42]2)[CH:34]=[CH:35][CH:36]=1. (4) The product is: [F:11][C:12]1[CH:17]=[CH:16][C:15]([O:18][C:2]2[CH:3]=[N:4][C:5]([C:8](=[O:10])[CH3:9])=[N:6][CH:7]=2)=[CH:14][CH:13]=1. Given the reactants F[C:2]1[CH:3]=[N:4][C:5]([C:8](=[O:10])[CH3:9])=[N:6][CH:7]=1.[F:11][C:12]1[CH:17]=[CH:16][C:15]([OH:18])=[CH:14][CH:13]=1.C(=O)([O-])[O-].[K+].[K+].O, predict the reaction product. (5) Given the reactants F[C:2]1[C:7]([CH3:8])=[CH:6][CH:5]=[CH:4][N:3]=1.[CH3:9][OH:10].C[O-].[Na+], predict the reaction product. The product is: [CH3:9][O:10][C:2]1[C:7]([CH3:8])=[CH:6][CH:5]=[CH:4][N:3]=1. (6) Given the reactants C(O)(=O)C.[N:5]1[CH:10]=[CH:9][CH:8]=[C:7]([O:11][C:12]2[CH:19]=[CH:18][C:15]([CH:16]=O)=[CH:14][CH:13]=2)[CH:6]=1.[N+:20]([CH3:23])([O-:22])=[O:21].C([O-])(=O)C.[NH4+], predict the reaction product. The product is: [N+:20](/[CH:23]=[CH:16]/[C:15]1[CH:18]=[CH:19][C:12]([O:11][C:7]2[CH:6]=[N:5][CH:10]=[CH:9][CH:8]=2)=[CH:13][CH:14]=1)([O-:22])=[O:21].